From a dataset of Full USPTO retrosynthesis dataset with 1.9M reactions from patents (1976-2016). Predict the reactants needed to synthesize the given product. (1) Given the product [Cl:1][C:2]1[CH:3]=[CH:4][C:5]([CH:17]([F:19])[F:18])=[C:6]([C:8]2[C:9]([C:15]#[N:16])=[CH:10][N:11]([CH:21]([CH3:25])[C:22]([OH:24])=[O:23])[C:12](=[O:14])[CH:13]=2)[CH:7]=1, predict the reactants needed to synthesize it. The reactants are: [Cl:1][C:2]1[CH:3]=[CH:4][C:5]([CH:17]([F:19])[F:18])=[C:6]([C:8]2[C:9]([C:15]#[N:16])=[CH:10][NH:11][C:12](=[O:14])[CH:13]=2)[CH:7]=1.Br[CH:21]([CH3:25])[C:22]([OH:24])=[O:23]. (2) Given the product [O:18]1[C:23]2[CH:24]=[CH:25][C:26](/[CH:28]=[C:11]3/[C:12](=[O:13])[N:8]([C:3]4[CH:4]=[CH:5][CH:6]=[CH:7][C:2]=4[CH3:1])/[C:9](=[N:14]/[CH:15]([CH3:17])[CH3:16])/[S:10]/3)=[CH:27][C:22]=2[O:21][CH2:20][CH2:19]1, predict the reactants needed to synthesize it. The reactants are: [CH3:1][C:2]1[CH:7]=[CH:6][CH:5]=[CH:4][C:3]=1[N:8]1[C:12](=[O:13])[CH2:11][S:10]/[C:9]/1=[N:14]\[CH:15]([CH3:17])[CH3:16].[O:18]1[C:23]2[CH:24]=[CH:25][C:26]([CH:28]=O)=[CH:27][C:22]=2[O:21][CH2:20][CH2:19]1.C([O-])(=O)C.[Na+]. (3) Given the product [CH3:1][N:2]1[CH2:7][CH2:6][N:5]([C:8]2[N:13]3[C:14]([C:32]([NH2:33])=[O:35])=[C:15]([CH2:17][N:18]([CH2:29][CH2:30][CH3:31])[C@@H:19]4[C:28]5[N:27]=[CH:26][CH:25]=[CH:24][C:23]=5[CH2:22][CH2:21][CH2:20]4)[N:16]=[C:12]3[CH:11]=[CH:10][CH:9]=2)[CH2:4][CH2:3]1, predict the reactants needed to synthesize it. The reactants are: [CH3:1][N:2]1[CH2:7][CH2:6][N:5]([C:8]2[N:13]3[C:14]([C:32]#[N:33])=[C:15]([CH2:17][N:18]([CH2:29][CH2:30][CH3:31])[C@@H:19]4[C:28]5[N:27]=[CH:26][CH:25]=[CH:24][C:23]=5[CH2:22][CH2:21][CH2:20]4)[N:16]=[C:12]3[CH:11]=[CH:10][CH:9]=2)[CH2:4][CH2:3]1.S(=O)(=O)(O)[OH:35]. (4) Given the product [CH2:1]([O:11][CH2:12][C:13]1[N:17]2[C:18]3[C:23]([CH:24]=[CH:25][C:16]2=[CH:15][CH:14]=1)=[CH:22][CH:21]=[CH:20][CH:19]=3)[C:2]1[CH:31]=[CH:30][CH:29]=[CH:28][CH:3]=1, predict the reactants needed to synthesize it. The reactants are: [CH2:1]([O:11][CH2:12][C:13]1[N:17]2[C:18]3[C:23]([CH:24]=[CH:25][C:16]2=[CH:15][CH:14]=1)=[CH:22][CH:21]=[CH:20][CH:19]=3)[CH2:2][CH2:3]CCCCCCC.C[Si](C)(C)[C:28]#[C:29]/[CH:30]=[CH:31]\C1C=CC2C(=CC=CC=2)N=1.[F-].[Cs+].C(O)C1C=CC=CC=1. (5) Given the product [Cl:1][C:2]1[N:7]=[C:6]([Cl:8])[C:5]([C:18]#[C:17][Si:19]([CH3:22])([CH3:21])[CH3:20])=[CH:4][N:3]=1, predict the reactants needed to synthesize it. The reactants are: [Cl:1][C:2]1[N:7]=[C:6]([Cl:8])[C:5](I)=[CH:4][N:3]=1.CCN(CC)CC.[C:17]([Si:19]([CH3:22])([CH3:21])[CH3:20])#[CH:18]. (6) Given the product [C:42]([Si:5]([C:1]([CH3:2])([CH3:4])[CH3:3])([C:36]1[CH:37]=[CH:38][CH:39]=[CH:40][CH:41]=1)[O:6][CH2:7][CH:8]([CH3:35])[O:9][C:10]1[CH:11]=[C:12]([O:24][C:25]2[CH:30]=[CH:29][C:28]([S:31]([CH3:34])(=[O:32])=[O:33])=[CH:27][CH:26]=2)[CH:13]=[C:14]2[C:18]=1[NH:17][C:16]([C:19]([OH:21])=[O:20])=[CH:15]2)([CH3:45])([CH3:43])[CH3:44], predict the reactants needed to synthesize it. The reactants are: [C:1]([Si:5]([C:42]([CH3:45])([CH3:44])[CH3:43])([C:36]1[CH:41]=[CH:40][CH:39]=[CH:38][CH:37]=1)[O:6][CH2:7][CH:8]([CH3:35])[O:9][C:10]1[CH:11]=[C:12]([O:24][C:25]2[CH:30]=[CH:29][C:28]([S:31]([CH3:34])(=[O:33])=[O:32])=[CH:27][CH:26]=2)[CH:13]=[C:14]2[C:18]=1[NH:17][C:16]([C:19]([O:21]CC)=[O:20])=[CH:15]2)([CH3:4])([CH3:3])[CH3:2]. (7) Given the product [CH2:1]([N:8]1[C:18]([C:19]2[CH:24]=[CH:23][CH:22]=[CH:21][CH:20]=2)=[C:17]([C:11]2[CH:16]=[CH:15][CH:14]=[CH:13][CH:12]=2)[N:10]=[N:9]1)[C:2]1[CH:7]=[CH:6][CH:5]=[CH:4][CH:3]=1, predict the reactants needed to synthesize it. The reactants are: [CH2:1]([N:8]=[N+:9]=[N-:10])[C:2]1[CH:7]=[CH:6][CH:5]=[CH:4][CH:3]=1.[C:11]1([C:17]#[C:18][C:19]2[CH:24]=[CH:23][CH:22]=[CH:21][CH:20]=2)[CH:16]=[CH:15][CH:14]=[CH:13][CH:12]=1. (8) Given the product [CH3:1][C:2]([CH3:36])([CH3:35])[CH2:3][CH2:4][C@:5]1([CH3:34])[C:14]2[C:9](=[CH:10][CH:11]=[CH:12][CH:13]=2)[C:8]([OH:15])=[C:7]([C:16]2[NH:21][C:20]3[S:22][CH:23]=[C:24]([CH2:25][N:26]([CH3:39])[S:27]([CH3:30])(=[O:29])=[O:28])[C:19]=3[S:18](=[O:32])(=[O:31])[N:17]=2)[C:6]1=[O:33], predict the reactants needed to synthesize it. The reactants are: [CH3:1][C:2]([CH3:36])([CH3:35])[CH2:3][CH2:4][C@:5]1([CH3:34])[C:14]2[C:9](=[CH:10][CH:11]=[CH:12][CH:13]=2)[C:8]([OH:15])=[C:7]([C:16]2[NH:21][C:20]3[S:22][CH:23]=[C:24]([CH2:25][NH:26][S:27]([CH3:30])(=[O:29])=[O:28])[C:19]=3[S:18](=[O:32])(=[O:31])[N:17]=2)[C:6]1=[O:33].[H-].[Na+].[CH3:39]I.Cl. (9) Given the product [CH:12]([O:14][CH2:15][CH2:16][O:8][C:7]([CH2:6][C:2]1[S:1][CH:5]=[CH:4][CH:3]=1)=[O:9])=[CH2:13], predict the reactants needed to synthesize it. The reactants are: [S:1]1[CH:5]=[CH:4][CH:3]=[C:2]1[CH2:6][C:7]([OH:9])=[O:8].[OH-].[Na+].[CH:12]([O:14][CH2:15][CH2:16]Cl)=[CH2:13].O. (10) Given the product [O:9]1[C:8]2=[CH:7][CH:6]=[CH:5][C:4]([OH:10])=[C:3]2[N:2]=[CH:11]1, predict the reactants needed to synthesize it. The reactants are: Cl.[NH2:2][C:3]1[C:8]([OH:9])=[CH:7][CH:6]=[CH:5][C:4]=1[OH:10].[C:11](OC)(OC)(OC)C.